From a dataset of Full USPTO retrosynthesis dataset with 1.9M reactions from patents (1976-2016). Predict the reactants needed to synthesize the given product. (1) The reactants are: [Br:1][C:2]1[CH:3]=[CH:4][C:5]([NH2:8])=[N:6][CH:7]=1.[C:9](Cl)([C:22]1[CH:27]=[CH:26][CH:25]=[CH:24][CH:23]=1)([C:16]1[CH:21]=[CH:20][CH:19]=[CH:18][CH:17]=1)[C:10]1[CH:15]=[CH:14][CH:13]=[CH:12][CH:11]=1.C(N(CC)CC)C. Given the product [Br:1][C:2]1[CH:3]=[CH:4][C:5]([NH:8][C:9]([C:10]2[CH:15]=[CH:14][CH:13]=[CH:12][CH:11]=2)([C:22]2[CH:23]=[CH:24][CH:25]=[CH:26][CH:27]=2)[C:16]2[CH:17]=[CH:18][CH:19]=[CH:20][CH:21]=2)=[N:6][CH:7]=1, predict the reactants needed to synthesize it. (2) Given the product [ClH:35].[CH3:32][N:13]1[C:14]2[CH:15]=[CH:16][C:17]([S:23]([C:26]3[CH:31]=[CH:30][CH:29]=[CH:28][CH:27]=3)(=[O:24])=[O:25])=[CH:18][C:19]=2[C:20]2[CH2:21][CH2:22][NH:9][CH2:10][CH2:11][C:12]1=2, predict the reactants needed to synthesize it. The reactants are: C([N:9]1[CH2:22][CH2:21][C:20]2[C:19]3[CH:18]=[C:17]([S:23]([C:26]4[CH:31]=[CH:30][CH:29]=[CH:28][CH:27]=4)(=[O:25])=[O:24])[CH:16]=[CH:15][C:14]=3[N:13]([CH3:32])[C:12]=2[CH2:11][CH2:10]1)(=O)C1C=CC=CC=1.[OH-].[K+].[ClH:35]. (3) The reactants are: [CH3:1][O:2][C:3]1[CH:8]=[CH:7][C:6]([C:9]2[CH:14]=[CH:13][N:12]=[CH:11][C:10]=2/[CH:15]=[CH:16]/[C:17]([O:19]CC)=[O:18])=[CH:5][CH:4]=1.[OH-].[Na+].O1CCCC1.CO. Given the product [CH3:1][O:2][C:3]1[CH:4]=[CH:5][C:6]([C:9]2[CH:14]=[CH:13][N:12]=[CH:11][C:10]=2/[CH:15]=[CH:16]/[C:17]([OH:19])=[O:18])=[CH:7][CH:8]=1, predict the reactants needed to synthesize it.